Regression. Given a peptide amino acid sequence and an MHC pseudo amino acid sequence, predict their binding affinity value. This is MHC class II binding data. From a dataset of Peptide-MHC class II binding affinity with 134,281 pairs from IEDB. (1) The peptide sequence is NYLALLVKYVNGDGD. The MHC is DRB1_0802 with pseudo-sequence DRB1_0802. The binding affinity (normalized) is 0.177. (2) The peptide sequence is SDANTEYERLLSMLN. The MHC is DRB1_0401 with pseudo-sequence DRB1_0401. The binding affinity (normalized) is 0.414. (3) The peptide sequence is KIEESTFTTVIKTLL. The binding affinity (normalized) is 0.424. The MHC is DRB1_0101 with pseudo-sequence DRB1_0101.